Dataset: Full USPTO retrosynthesis dataset with 1.9M reactions from patents (1976-2016). Task: Predict the reactants needed to synthesize the given product. (1) The reactants are: [Cl:1][C:2]1[CH:3]=[CH:4][C:5]([NH:8][C:9]([C:11]2[O:19][C:18]3[C:13](=[N:14][C:15]([C:20]([OH:22])=O)=[CH:16][CH:17]=3)[C:12]=2[NH:23][C:24]([C@H:26]2[CH2:31][CH2:30][C@H:29]([N:32]3[CH2:37][CH2:36][O:35][CH2:34][C:33]3=[O:38])[CH2:28][CH2:27]2)=[O:25])=[O:10])=[N:6][CH:7]=1.[NH:39]1[CH2:44][CH2:43][O:42][CH2:41][CH2:40]1.ON1C2C=CC=CC=2N=N1.Cl.C(N=C=NCCCN(C)C)C. Given the product [Cl:1][C:2]1[CH:3]=[CH:4][C:5]([NH:8][C:9]([C:11]2[O:19][C:18]3[C:13](=[N:14][C:15]([C:20]([N:39]4[CH2:44][CH2:43][O:42][CH2:41][CH2:40]4)=[O:22])=[CH:16][CH:17]=3)[C:12]=2[NH:23][C:24]([C@H:26]2[CH2:27][CH2:28][C@H:29]([N:32]3[CH2:37][CH2:36][O:35][CH2:34][C:33]3=[O:38])[CH2:30][CH2:31]2)=[O:25])=[O:10])=[N:6][CH:7]=1, predict the reactants needed to synthesize it. (2) Given the product [CH:1]([C:4]1[CH:5]=[CH:6][C:7]([C:10]2[N:11]=[C:12]([N:15]([CH2:16][C:17]3[S:18][CH:19]=[CH:20][CH:21]=3)[CH2:2][CH2:1][CH2:4][CH2:5][C:27]([O-:28])=[O:24])[S:13][CH:14]=2)=[CH:8][CH:9]=1)([CH3:3])[CH3:2].[Na+:23], predict the reactants needed to synthesize it. The reactants are: [CH:1]([C:4]1[CH:9]=[CH:8][C:7]([C:10]2[N:11]=[C:12]([NH:15][CH2:16][C:17]3[S:18][CH:19]=[CH:20][CH:21]=3)[S:13][CH:14]=2)=[CH:6][CH:5]=1)([CH3:3])[CH3:2].[H-].[Na+:23].[OH-:24].[Na+].Cl.[CH3:27][OH:28].